This data is from Full USPTO retrosynthesis dataset with 1.9M reactions from patents (1976-2016). The task is: Predict the reactants needed to synthesize the given product. (1) Given the product [OH:24][C:22]1[CH:23]=[C:18]([NH:17][C:2]2[C:11]3[CH:10]=[C:9]4[N:12]=[CH:13][N:14]=[C:8]4[CH2:7][C:6]=3[N:5]=[CH:4][C:3]=2[C:15]#[N:16])[CH:19]=[CH:20][C:21]=1[CH3:25], predict the reactants needed to synthesize it. The reactants are: Cl[C:2]1[C:11]2[CH:10]=[C:9]3[N:12]=[CH:13][N:14]=[C:8]3[CH2:7][C:6]=2[N:5]=[CH:4][C:3]=1[C:15]#[N:16].[NH2:17][C:18]1[CH:23]=[C:22]([OH:24])[C:21]([CH3:25])=[CH:20][CH:19]=1.Cl.N1C=CC=CC=1.C(=O)(O)[O-].[Na+]. (2) Given the product [CH3:23][N:14]1[C:15]([C:19]([F:22])([F:21])[F:20])=[CH:16][C:17](=[O:18])[N:12]([C:9]2[CH:10]=[CH:11][C:6]3[S:5][N:4]=[C:3]([CH:2]=[O:26])[C:7]=3[CH:8]=2)[C:13]1=[O:24], predict the reactants needed to synthesize it. The reactants are: Br[CH:2](Br)[C:3]1[C:7]2[CH:8]=[C:9]([N:12]3[C:17](=[O:18])[CH:16]=[C:15]([C:19]([F:22])([F:21])[F:20])[N:14]([CH3:23])[C:13]3=[O:24])[CH:10]=[CH:11][C:6]=2[S:5][N:4]=1.[O:26]1CCOCC1.O. (3) Given the product [OH:1][C:2]1[C:7]([C:8]2[CH:13]=[CH:12][CH:11]=[C:10]([N+:14]([O-:16])=[O:15])[CH:9]=2)=[N:6][N:5]([CH3:26])[C:4](=[O:17])[C:3]=1[C:18]([O:20][CH2:21][CH3:22])=[O:19], predict the reactants needed to synthesize it. The reactants are: [OH:1][C:2]1[C:7]([C:8]2[CH:13]=[CH:12][CH:11]=[C:10]([N+:14]([O-:16])=[O:15])[CH:9]=2)=[N:6][NH:5][C:4](=[O:17])[C:3]=1[C:18]([O:20][CH2:21][CH3:22])=[O:19].[H-].[Na+].I[CH3:26].Cl. (4) Given the product [CH3:17][C:15]1[S:14][C:5]2[NH:6][C:7]3[CH:13]=[CH:12][CH:11]=[CH:10][C:8]=3[N:9]=[C:3]([N:2]3[CH2:27][CH2:28][N:23]([CH3:22])[CH2:24][CH2:25]3)[C:4]=2[CH:16]=1, predict the reactants needed to synthesize it. The reactants are: Cl.[NH2:2][C:3]1[C:4]2[CH:16]=[C:15]([CH3:17])[S:14][C:5]=2[NH:6][C:7]2[CH:13]=[CH:12][CH:11]=[CH:10][C:8]=2[N:9]=1.C(#N)C.O.[CH3:22][N:23]1[CH2:28][CH2:27]N[CH2:25][CH2:24]1. (5) The reactants are: [Cl:1][C:2]1[C:10]2[N:9]=[C:8]([NH:11][C:12]3[CH:17]=[CH:16][C:15]([Cl:18])=[CH:14][CH:13]=3)[N:7]([CH2:19][CH2:20][CH2:21][C:22](OCC)=[O:23])[C:6]=2[C:5]([CH:27]([CH2:30][CH3:31])[CH2:28][CH3:29])=[CH:4][CH:3]=1.[BH4-].[Li+].O. Given the product [Cl:1][C:2]1[C:10]2[N:9]=[C:8]([NH:11][C:12]3[CH:17]=[CH:16][C:15]([Cl:18])=[CH:14][CH:13]=3)[N:7]([CH2:19][CH2:20][CH2:21][CH2:22][OH:23])[C:6]=2[C:5]([CH:27]([CH2:30][CH3:31])[CH2:28][CH3:29])=[CH:4][CH:3]=1, predict the reactants needed to synthesize it.